From a dataset of Peptide-MHC class I binding affinity with 185,985 pairs from IEDB/IMGT. Regression. Given a peptide amino acid sequence and an MHC pseudo amino acid sequence, predict their binding affinity value. This is MHC class I binding data. (1) The peptide sequence is RIKGMSYTM. The MHC is HLA-B15:01 with pseudo-sequence HLA-B15:01. The binding affinity (normalized) is 0.679. (2) The peptide sequence is VILQNPFLL. The MHC is HLA-A02:06 with pseudo-sequence HLA-A02:06. The binding affinity (normalized) is 0.375. (3) The peptide sequence is NFLRSIAMLK. The MHC is HLA-A11:01 with pseudo-sequence HLA-A11:01. The binding affinity (normalized) is 0.468. (4) The peptide sequence is FLQRTDLSY. The MHC is HLA-B27:05 with pseudo-sequence HLA-B27:05. The binding affinity (normalized) is 0.476.